This data is from Peptide-MHC class I binding affinity with 185,985 pairs from IEDB/IMGT. The task is: Regression. Given a peptide amino acid sequence and an MHC pseudo amino acid sequence, predict their binding affinity value. This is MHC class I binding data. (1) The peptide sequence is NFLDGFLKF. The MHC is HLA-A23:01 with pseudo-sequence HLA-A23:01. The binding affinity (normalized) is 0.634. (2) The peptide sequence is TNYSGFMPK. The MHC is Mamu-B8301 with pseudo-sequence Mamu-B8301. The binding affinity (normalized) is 1.00.